Dataset: Full USPTO retrosynthesis dataset with 1.9M reactions from patents (1976-2016). Task: Predict the reactants needed to synthesize the given product. (1) Given the product [Br:14][C:15]1[S:23][C:22]2[CH2:21][CH2:20][N:19]([C:11]([C:9]3[CH:10]=[C:5]4[N:4]=[CH:3][C:2]([Cl:1])=[CH:7][N:6]4[N:8]=3)=[O:13])[N:18]([CH3:24])[C:17]=2[CH:16]=1, predict the reactants needed to synthesize it. The reactants are: [Cl:1][C:2]1[CH:3]=[N:4][C:5]2[N:6]([N:8]=[C:9]([C:11]([OH:13])=O)[CH:10]=2)[CH:7]=1.[Br:14][C:15]1[S:23][C:22]2[CH2:21][CH2:20][NH:19][N:18]([CH3:24])[C:17]=2[CH:16]=1. (2) Given the product [NH:2]1[C:6]2[C:5](=[C:14]([C:12]3[N:11]=[C:10]([CH:16]4[NH:21][CH2:20][CH2:19][O:18][CH2:17]4)[C:9]4[C:14](=[C:5]5[CH:4]=[CH:3][N:2]([CH3:1])[C:6]5=[CH:7][CH:8]=4)[N:13]=3)[CH:9]=[CH:8][CH:7]=2)[CH:4]=[CH:3]1, predict the reactants needed to synthesize it. The reactants are: [CH3:1][N:2]1[C:6]2=[CH:7][CH:8]=[C:9]3[C:14]([N:13]=[C:12](Cl)[N:11]=[C:10]3[CH:16]3[NH:21][CH2:20][CH2:19][O:18][CH2:17]3)=[C:5]2[CH:4]=[CH:3]1.C([O-])([O-])=O.[Na+].[Na+]. (3) Given the product [Cl:1][C:2]1[CH:7]=[CH:6][C:5]([N:8]2[CH2:13][CH2:12][N:11]([C:32](=[O:33])[CH2:31][N:24]3[C:25]4=[N:26][CH:27]=[CH:28][CH:29]=[C:30]4[C:22]([C:18]4[NH:17][CH:21]=[CH:20][N:19]=4)=[N:23]3)[CH2:10][C@H:9]2[CH3:14])=[CH:4][C:3]=1[O:15][CH3:16], predict the reactants needed to synthesize it. The reactants are: [Cl:1][C:2]1[CH:7]=[CH:6][C:5]([N:8]2[CH2:13][CH2:12][NH:11][CH2:10][C@H:9]2[CH3:14])=[CH:4][C:3]=1[O:15][CH3:16].[NH:17]1[CH:21]=[CH:20][N:19]=[C:18]1[C:22]1[C:30]2[C:25](=[N:26][CH:27]=[CH:28][CH:29]=2)[N:24]([CH2:31][C:32](O)=[O:33])[N:23]=1. (4) Given the product [C:28]([C:25]1[CH:26]=[CH:27][C:22]([C:11]2[CH:12]=[C:13]3[C:8](=[CH:9][CH:10]=2)[N:7]([C:32]2[CH:33]=[CH:34][C:35]([O:38][CH:39]([CH3:41])[CH3:40])=[CH:36][CH:37]=2)[C:6]([C:4]([OH:3])=[O:5])=[C:14]3[CH2:32][N:7]2[CH2:8][CH2:9][O:42][CH2:4][CH2:6]2)=[CH:23][CH:24]=1)([CH3:29])([CH3:31])[CH3:30], predict the reactants needed to synthesize it. The reactants are: C([O:3][C:4]([C:6]1[N:7]([C:32]2[CH:37]=[CH:36][C:35]([O:38][CH:39]([CH3:41])[CH3:40])=[CH:34][CH:33]=2)[C:8]2[C:13]([C:14]=1N1CCOCC1)=[C:12](C)[C:11]([C:22]1[CH:27]=[CH:26][C:25]([C:28]([CH3:31])([CH3:30])[CH3:29])=[CH:24][CH:23]=1)=[CH:10][CH:9]=2)=[O:5])C.[OH-:42].[Na+].Cl. (5) The reactants are: C([O:3][C:4](=[O:26])[CH2:5][O:6][C:7]1[CH:12]=[CH:11][C:10]([OH:13])=[CH:9][C:8]=1[C:14](=[O:25])[NH:15][CH2:16][C:17]1[CH:22]=[CH:21][C:20]([Br:23])=[CH:19][C:18]=1[F:24])C.[OH-].[K+]. Given the product [OH:13][C:10]1[CH:11]=[CH:12][C:7]([O:6][CH2:5][C:4]([OH:26])=[O:3])=[C:8]([C:14](=[O:25])[NH:15][CH2:16][C:17]2[CH:22]=[CH:21][C:20]([Br:23])=[CH:19][C:18]=2[F:24])[CH:9]=1, predict the reactants needed to synthesize it.